This data is from Peptide-MHC class II binding affinity with 134,281 pairs from IEDB. The task is: Regression. Given a peptide amino acid sequence and an MHC pseudo amino acid sequence, predict their binding affinity value. This is MHC class II binding data. The peptide sequence is YNTDGSTDYGILQINSR. The MHC is H-2-IAk with pseudo-sequence H-2-IAk. The binding affinity (normalized) is 0.720.